Dataset: Forward reaction prediction with 1.9M reactions from USPTO patents (1976-2016). Task: Predict the product of the given reaction. (1) Given the reactants Br[C:2]1[CH:7]=[CH:6][C:5]([CH3:8])=[CH:4][C:3]=1[C:9]([N:11]1[CH2:16][CH2:15][CH2:14][C@@H:13]([CH3:17])[C@H:12]1[CH2:18][NH:19][C:20]1[CH:25]=[CH:24][C:23]([C:26]([F:29])([F:28])[F:27])=[CH:22][N:21]=1)=[O:10].C([Sn](CCCC)(CCCC)[C:35]1[N:40]=[CH:39][CH:38]=[CH:37][N:36]=1)CCC.[C:49]([O-:52])([O-])=[O:50].[Cs+].[Cs+], predict the reaction product. The product is: [CH3:17][C@@H:13]1[CH2:14][CH2:15][CH2:16][N:11]([C:9]([C:3]2[CH:4]=[C:5]([CH3:8])[CH:6]=[CH:7][C:2]=2[C:35]2[N:40]=[CH:39][CH:38]=[CH:37][N:36]=2)=[O:10])[C@@H:12]1[CH2:18][NH:19][C:20]1[CH:25]=[CH:24][C:23]([C:26]([F:29])([F:28])[F:27])=[CH:22][N:21]=1.[C:49]([OH:52])([C:26]([F:29])([F:28])[F:27])=[O:50]. (2) Given the reactants [OH:1][C:2]1[CH:6]([CH2:7][CH2:8][C:9]2[CH:14]=[CH:13][CH:12]=[CH:11][CH:10]=2)[O:5][C:4](=[O:15])[CH:3]=1.CCN(CC)CC.C(Cl)CCl.CCC([SH:33])C(O)=O.Cl.[Na+].[Cl-].[CH2:37]1[CH2:41][O:40][CH2:39][CH2:38]1, predict the reaction product. The product is: [OH:1][C:2]1[CH:6]([CH2:7][CH2:8][C:9]2[CH:14]=[CH:13][CH:12]=[CH:11][CH:10]=2)[O:5][C:4](=[O:15])[C:3]=1[C:39](=[O:40])[CH2:38][CH:37]([SH:33])[CH3:41]. (3) Given the reactants Br[C:2]1[CH:3]=[C:4]([C:9]2[N:14]=[C:13]([C:15]3[CH:20]=[CH:19][CH:18]=[CH:17][CH:16]=3)[N:12]=[C:11]([C:21]3[CH:26]=[CH:25][CH:24]=[CH:23][CH:22]=3)[N:10]=2)[CH:5]=[C:6]([Cl:8])[CH:7]=1.[CH:27]1[C:40]2[C:31](=[CH:32][C:33]3[C:38]([C:39]=2B(O)O)=[CH:37][CH:36]=[CH:35][CH:34]=3)[CH:30]=[CH:29][CH:28]=1.C1(C)C=CC=CC=1.C(=O)([O-])[O-].[K+].[K+], predict the reaction product. The product is: [Cl:8][C:6]1[CH:5]=[C:4]([C:9]2[N:14]=[C:13]([C:15]3[CH:20]=[CH:19][CH:18]=[CH:17][CH:16]=3)[N:12]=[C:11]([C:21]3[CH:26]=[CH:25][CH:24]=[CH:23][CH:22]=3)[N:10]=2)[CH:3]=[C:2]([C:32]2[C:33]3[C:38]([CH:39]=[C:40]4[C:31]=2[CH:30]=[CH:29][CH:28]=[CH:27]4)=[CH:37][CH:36]=[CH:35][CH:34]=3)[CH:7]=1.